From a dataset of Forward reaction prediction with 1.9M reactions from USPTO patents (1976-2016). Predict the product of the given reaction. (1) Given the reactants [CH3:1][O:2][C:3](=[O:30])[C@H:4]([CH3:29])[NH:5][C:6]1[CH:11]=[CH:10][C:9]([O:12][CH2:13][C:14]([O:16]C(C)(C)C)=[O:15])=[CH:8][C:7]=1[C:21](=[O:28])[C:22]1[CH:27]=[CH:26][CH:25]=[CH:24][CH:23]=1.Cl.O1CCOCC1, predict the reaction product. The product is: [CH3:1][O:2][C:3](=[O:30])[C@H:4]([CH3:29])[NH:5][C:6]1[CH:11]=[CH:10][C:9]([O:12][CH2:13][C:14]([OH:16])=[O:15])=[CH:8][C:7]=1[C:21](=[O:28])[C:22]1[CH:23]=[CH:24][CH:25]=[CH:26][CH:27]=1. (2) Given the reactants OC(C(F)(F)F)=O.[CH3:8][N:9]([C:23]1[CH:28]=[CH:27][C:26]([N+:29]([O-:31])=[O:30])=[CH:25][CH:24]=1)[CH2:10][CH2:11]OS(C1C=CC(C)=CC=1)(=O)=O.C(N(CC)CC)C.[CH3:39][NH:40][CH2:41][CH2:42][CH2:43][CH3:44], predict the reaction product. The product is: [CH2:41]([N:40]([CH3:39])[CH2:11][CH2:10][N:9]([CH3:8])[C:23]1[CH:24]=[CH:25][C:26]([N+:29]([O-:31])=[O:30])=[CH:27][CH:28]=1)[CH2:42][CH2:43][CH3:44]. (3) Given the reactants [C:1]([O:5][C:6](=[O:13])[NH:7][C@@H:8]1[CH2:12][CH2:11][NH:10][CH2:9]1)([CH3:4])([CH3:3])[CH3:2].C(O[BH-](OC(=O)C)OC(=O)C)(=O)C.[Na+].[O:28]1[CH2:33][CH2:32][C:31](=O)[CH2:30][CH2:29]1, predict the reaction product. The product is: [C:1]([O:5][C:6](=[O:13])[NH:7][C@@H:8]1[CH2:12][CH2:11][N:10]([CH:31]2[CH2:32][CH2:33][O:28][CH2:29][CH2:30]2)[CH2:9]1)([CH3:4])([CH3:2])[CH3:3]. (4) Given the reactants [NH2:1][C:2]1[CH:7]=[CH:6][C:5]([CH:8]2[C:17]([CH3:19])([CH3:18])[CH2:16][C:15]3[C:10](=[CH:11][CH:12]=[C:13]([C:20]([O:22][CH3:23])=[O:21])[CH:14]=3)[NH:9]2)=[CH:4][CH:3]=1.[CH:24]1([C:28](O)=[O:29])[CH2:27][CH2:26][CH2:25]1.C(N(CC)C(C)C)(C)C.P(Cl)(Cl)(Cl)=O, predict the reaction product. The product is: [CH:24]1([C:28]([NH:1][C:2]2[CH:3]=[CH:4][C:5]([CH:8]3[C:17]([CH3:18])([CH3:19])[CH2:16][C:15]4[C:10](=[CH:11][CH:12]=[C:13]([C:20]([O:22][CH3:23])=[O:21])[CH:14]=4)[NH:9]3)=[CH:6][CH:7]=2)=[O:29])[CH2:27][CH2:26][CH2:25]1.